This data is from Full USPTO retrosynthesis dataset with 1.9M reactions from patents (1976-2016). The task is: Predict the reactants needed to synthesize the given product. Given the product [Cl:21][C:17]1[CH:16]=[C:15]([C:7]2[N:6]([O:22][CH2:23][CH2:24][CH2:25][CH2:26][O:30][C:27]3[CH:26]=[CH:25][C:24]([C:31](=[O:36])[CH2:32][CH:33]([CH3:34])[CH3:35])=[C:23]([OH:22])[C:28]=3[CH3:29])[C:10]3[CH:11]=[CH:12][CH:13]=[CH:14][C:9]=3[N:8]=2)[CH:20]=[CH:19][CH:18]=1, predict the reactants needed to synthesize it. The reactants are: BrCCCC[N:6]1[C:10]2[CH:11]=[CH:12][CH:13]=[CH:14][C:9]=2[N:8]=[C:7]1[C:15]1[CH:20]=[CH:19][CH:18]=[C:17]([Cl:21])[CH:16]=1.[OH:22][C:23]1[C:28]([CH3:29])=[C:27]([OH:30])[CH:26]=[CH:25][C:24]=1[C:31](=[O:36])[CH2:32][CH:33]([CH3:35])[CH3:34].